From a dataset of Reaction yield outcomes from USPTO patents with 853,638 reactions. Predict the reaction yield, written as a fraction of the theoretical maximum amount of product (1.0 means a 100% yield; for example, 0.34 means a 34% yield). (1) The reactants are [CH2:1]([N:8]1[C:12]2([CH2:16][CH2:15][NH:14][CH2:13]2)[CH2:11][CH2:10][CH2:9]1)[C:2]1[CH:7]=[CH:6][CH:5]=[CH:4][CH:3]=1.Br[C:18]1[CH:19]=[N:20][CH:21]=[C:22]([O:24][CH2:25][CH3:26])[CH:23]=1.CC(C)([O-])C.[K+]. The catalyst is C1(C)C=CC=CC=1.C1C=CC(/C=C/C(/C=C/C2C=CC=CC=2)=O)=CC=1.C1C=CC(/C=C/C(/C=C/C2C=CC=CC=2)=O)=CC=1.C1C=CC(/C=C/C(/C=C/C2C=CC=CC=2)=O)=CC=1.[Pd].[Pd].C1(P(C2C=CC=CC=2)C2C=CC3C(=CC=CC=3)C=2C2C3C(=CC=CC=3)C=CC=2P(C2C=CC=CC=2)C2C=CC=CC=2)C=CC=CC=1. The product is [CH2:1]([N:8]1[C:12]2([CH2:16][CH2:15][N:14]([C:18]3[CH:19]=[N:20][CH:21]=[C:22]([O:24][CH2:25][CH3:26])[CH:23]=3)[CH2:13]2)[CH2:11][CH2:10][CH2:9]1)[C:2]1[CH:3]=[CH:4][CH:5]=[CH:6][CH:7]=1. The yield is 0.690. (2) The reactants are [Cl:1][C:2]1[CH:3]=[CH:4][C:5]([CH3:8])=[N:6][CH:7]=1.[Br:9]N1C(=O)CCC1=O.N(C(C)(C)C#N)=NC(C)(C)C#N. The catalyst is C(Cl)(Cl)(Cl)Cl. The product is [Br:9][CH2:8][C:5]1[CH:4]=[CH:3][C:2]([Cl:1])=[CH:7][N:6]=1. The yield is 0.600.